The task is: Predict the reaction yield, written as a fraction of the theoretical maximum amount of product (1.0 means a 100% yield; for example, 0.34 means a 34% yield).. This data is from Reaction yield outcomes from USPTO patents with 853,638 reactions. The reactants are [F:1][C:2]1[CH:31]=[C:30]([F:32])[CH:29]=[CH:28][C:3]=1[CH2:4][N:5]1[CH2:10][CH2:9][N:8]([C:11]2[N:12]=[C:13]3[CH2:24][CH2:23][N:22](C(=O)C)[CH2:21][C:14]3=[N:15][C:16]=2[NH:17][CH:18]([CH3:20])[CH3:19])[CH2:7][CH2:6]1.[OH-].[Na+].Cl. The catalyst is CO. The product is [F:1][C:2]1[CH:31]=[C:30]([F:32])[CH:29]=[CH:28][C:3]=1[CH2:4][N:5]1[CH2:10][CH2:9][N:8]([C:11]2[N:12]=[C:13]3[CH2:24][CH2:23][NH:22][CH2:21][C:14]3=[N:15][C:16]=2[NH:17][CH:18]([CH3:20])[CH3:19])[CH2:7][CH2:6]1. The yield is 0.760.